From a dataset of Reaction yield outcomes from USPTO patents with 853,638 reactions. Predict the reaction yield, written as a fraction of the theoretical maximum amount of product (1.0 means a 100% yield; for example, 0.34 means a 34% yield). (1) The reactants are [O:1]=[S:2]1(=[O:19])[CH2:6][CH2:5][CH2:4][N:3]1[C:7]1[CH:12]=[CH:11][C:10]([CH:13]([CH3:17])[C:14]([OH:16])=O)=[CH:9][C:8]=1[F:18].ON1C2C=CC=CC=2N=N1.F[B-](F)(F)F.N1(OC(N(C)C)=[N+](C)C)C2C=CC=CC=2N=N1.C(N(C(C)C)C(C)C)C.[Cl:61][C:62]1[CH:63]=[C:64]([N:68]2[C:72]([CH2:73][NH2:74])=[CH:71][C:70]([C:75]([F:78])([F:77])[F:76])=[N:69]2)[CH:65]=[CH:66][CH:67]=1. The catalyst is C1COCC1. The yield is 0.720. The product is [Cl:61][C:62]1[CH:63]=[C:64]([N:68]2[C:72]([CH2:73][NH:74][C:14](=[O:16])[CH:13]([C:10]3[CH:11]=[CH:12][C:7]([N:3]4[CH2:4][CH2:5][CH2:6][S:2]4(=[O:1])=[O:19])=[C:8]([F:18])[CH:9]=3)[CH3:17])=[CH:71][C:70]([C:75]([F:76])([F:77])[F:78])=[N:69]2)[CH:65]=[CH:66][CH:67]=1. (2) The catalyst is COCCOC. The reactants are Cl[C:2]1[CH:3]=[CH:4][C:5]([N+:9]([O-:11])=[O:10])=[C:6]([CH:8]=1)[NH2:7].[O:12]1[CH2:17][CH2:16][N:15]([C:18]2[CH:23]=[CH:22][C:21](B(O)O)=[CH:20][N:19]=2)[CH2:14][CH2:13]1.C([O-])([O-])=O.[Na+].[Na+]. The product is [N:15]1([C:18]2[N:19]=[CH:20][C:21]([C:2]3[CH:3]=[CH:4][C:5]([N+:9]([O-:11])=[O:10])=[C:6]([CH:8]=3)[NH2:7])=[CH:22][CH:23]=2)[CH2:14][CH2:13][O:12][CH2:17][CH2:16]1. The yield is 0.339. (3) The reactants are Br[C:2]1[N:7]=[C:6]2[N:8]([CH3:23])[C:9]3[CH2:14][CH:13]([CH3:15])[N:12]([C:16]([O:18][C:19]([CH3:22])([CH3:21])[CH3:20])=[O:17])[CH2:11][C:10]=3[C:5]2=[CH:4][CH:3]=1.[CH2:24]([O:31][C:32]1[CH:37]=[CH:36][NH:35][C:34](=[O:38])[CH:33]=1)[C:25]1[CH:30]=[CH:29][CH:28]=[CH:27][CH:26]=1. No catalyst specified. The product is [CH2:24]([O:31][C:32]1[CH:37]=[CH:36][N:35]([C:2]2[N:7]=[C:6]3[N:8]([CH3:23])[C:9]4[CH2:14][CH:13]([CH3:15])[N:12]([C:16]([O:18][C:19]([CH3:22])([CH3:21])[CH3:20])=[O:17])[CH2:11][C:10]=4[C:5]3=[CH:4][CH:3]=2)[C:34](=[O:38])[CH:33]=1)[C:25]1[CH:26]=[CH:27][CH:28]=[CH:29][CH:30]=1. The yield is 0.300. (4) The reactants are Cl.[CH2:2]([O:4][C:5](=[O:9])[CH2:6][CH2:7][NH2:8])[CH3:3].[F:10][C:11]1[CH:18]=[CH:17][C:14]([CH:15]=O)=[CH:13][CH:12]=1.C([O-])(=O)C.[Na+].C([BH3-])#N.[Na+]. The catalyst is CO.C(=O)(O)[O-].[Na+]. The product is [CH2:2]([O:4][C:5](=[O:9])[CH2:6][CH2:7][NH:8][CH2:15][C:14]1[CH:17]=[CH:18][C:11]([F:10])=[CH:12][CH:13]=1)[CH3:3]. The yield is 0.710. (5) The reactants are [CH3:1][C:2]1[S:3][CH:4]=[CH:5][C:6]=1[C:7]([OH:9])=O.Cl.[CH3:11][NH:12][O:13][CH3:14].C(NC(C)C)(C)C.CN(C)CCCN=C=NCC. The catalyst is C(Cl)Cl.O.ON1C2C=CC=CC=2N=N1.O. The product is [CH3:14][O:13][N:12]([CH3:11])[C:7]([C:6]1[CH:5]=[CH:4][S:3][C:2]=1[CH3:1])=[O:9]. The yield is 0.850. (6) The reactants are [CH:1]([C:3]1[CH:11]=[CH:10][C:6]([C:7]([OH:9])=[O:8])=[CH:5][CH:4]=1)=[O:2].[C:12](OC(O[C:12]([CH3:15])([CH3:14])[CH3:13])N(C)C)([CH3:15])([CH3:14])[CH3:13]. The catalyst is C1C=CC=CC=1.C(OCC)(=O)C. The product is [C:12]([O:8][C:7](=[O:9])[C:6]1[CH:10]=[CH:11][C:3]([CH:1]=[O:2])=[CH:4][CH:5]=1)([CH3:15])([CH3:14])[CH3:13]. The yield is 0.570. (7) The reactants are [Br:1][C:2]1[CH:3]=[N:4][C:5](F)=[C:6]([CH:9]=1)[CH:7]=O.Cl.[NH2:12][C:13]([NH2:15])=[NH:14].C(N(CC)CC)C. The catalyst is CN1CCCC1=O. The product is [Br:1][C:2]1[CH:3]=[N:4][C:5]2[N:12]=[C:13]([NH2:15])[N:14]=[CH:7][C:6]=2[CH:9]=1. The yield is 0.600.